Task: Predict the product of the given reaction.. Dataset: Forward reaction prediction with 1.9M reactions from USPTO patents (1976-2016) Given the reactants Cl.[NH2:2][CH2:3][CH:4]1[CH2:13][CH2:12][CH2:11][C:10]2[CH:9]=[C:8]([N:14]3[C:19](=[O:20])[CH:18]=[N:17][C:16]4[CH:21]=[CH:22][C:23]([O:25][CH3:26])=[N:24][C:15]3=4)[CH:7]=[CH:6][C:5]1=2, predict the reaction product. The product is: [NH2:2][CH2:3][CH:4]1[CH2:13][CH2:12][CH2:11][C:10]2[CH:9]=[C:8]([N:14]3[C:19](=[O:20])[CH:18]=[N:17][C:16]4[CH:21]=[CH:22][C:23]([O:25][CH3:26])=[N:24][C:15]3=4)[CH:7]=[CH:6][C:5]1=2.